Dataset: Reaction yield outcomes from USPTO patents with 853,638 reactions. Task: Predict the reaction yield, written as a fraction of the theoretical maximum amount of product (1.0 means a 100% yield; for example, 0.34 means a 34% yield). The reactants are [F:1][C:2]1[CH:7]=[C:6]([CH3:8])[CH:5]=[C:4]([OH:9])[C:3]=1B(O)O.[CH2:13]([O:16][C:17]1([CH3:50])[CH2:22][CH2:21][N:20]([C:23]2[N:28]3[CH:29]=[C:30]([C:32]4[CH:37]=[CH:36][CH:35]=[C:34](Br)[CH:33]=4)[N:31]=[C:27]3[CH:26]=[C:25]([CH3:39])[C:24]=2[C@H:40]([O:45][C:46]([CH3:49])([CH3:48])[CH3:47])[C:41]([O:43][CH3:44])=[O:42])[CH2:19][CH2:18]1)[CH:14]=[CH2:15].C(OC1(C)CCN(C2N3C=C(C4C=C(C5C=C(C)C=CC=5O)C=CC=4)N=C3C=C(C)C=2[C@H](OC(C)(C)C)C(OC)=O)CC1)C=C. No catalyst specified. The product is [CH2:13]([O:16][C:17]1([CH3:50])[CH2:18][CH2:19][N:20]([C:23]2[N:28]3[CH:29]=[C:30]([C:32]4[CH:33]=[C:34]([C:3]5[C:4]([OH:9])=[CH:5][C:6]([CH3:8])=[CH:7][C:2]=5[F:1])[CH:35]=[CH:36][CH:37]=4)[N:31]=[C:27]3[CH:26]=[C:25]([CH3:39])[C:24]=2[C@H:40]([O:45][C:46]([CH3:49])([CH3:48])[CH3:47])[C:41]([O:43][CH3:44])=[O:42])[CH2:21][CH2:22]1)[CH:14]=[CH2:15]. The yield is 1.00.